This data is from Forward reaction prediction with 1.9M reactions from USPTO patents (1976-2016). The task is: Predict the product of the given reaction. (1) Given the reactants [CH3:1][O:2][C:3]1[CH:4]=[CH:5][C:6]2[CH:10]=[C:9]([C:11]3[CH2:16][CH2:15][NH:14][CH2:13][CH:12]=3)[S:8][C:7]=2[CH:17]=1.FC(F)(F)CO, predict the reaction product. The product is: [CH3:1][O:2][C:3]1[CH:4]=[CH:5][C:6]2[CH:10]=[C:9]([CH:11]3[CH2:16][CH2:15][NH:14][CH2:13][CH2:12]3)[S:8][C:7]=2[CH:17]=1. (2) Given the reactants [F:1][C:2]([F:18])([F:17])[C:3]([C:5]1[C:13]2[C:8](=[CH:9][C:10]([O:14][CH3:15])=[CH:11][CH:12]=2)[NH:7][C:6]=1[CH3:16])=[O:4].[CH2:19](I)[CH3:20].[H-].[Na+], predict the reaction product. The product is: [CH2:19]([N:7]1[C:8]2[C:13](=[CH:12][CH:11]=[C:10]([O:14][CH3:15])[CH:9]=2)[C:5]([C:3](=[O:4])[C:2]([F:1])([F:17])[F:18])=[C:6]1[CH3:16])[CH3:20]. (3) Given the reactants [Cl:1][C:2]1[CH:7]=[C:6]([OH:8])[CH:5]=[CH:4][C:3]=1[C:9]1[N:14]([C:15]2[CH:20]=[CH:19][C:18]([S:21][CH3:22])=[CH:17][CH:16]=2)[N:13]=[C:12]2[C:23](=[O:37])[N:24]([CH2:26][C:27]3[CH:32]=[CH:31][C:30]([C:33]([F:36])([F:35])[F:34])=[CH:29][CH:28]=3)[N:25]=[C:11]2[CH:10]=1.[F:38][C:39]([F:50])([F:49])[CH2:40]OS(C(F)(F)F)(=O)=O.C([O-])(O)=O.[Na+], predict the reaction product. The product is: [Cl:1][C:2]1[CH:7]=[C:6]([O:8][CH2:40][C:39]([F:50])([F:49])[F:38])[CH:5]=[CH:4][C:3]=1[C:9]1[N:14]([C:15]2[CH:20]=[CH:19][C:18]([S:21][CH3:22])=[CH:17][CH:16]=2)[N:13]=[C:12]2[C:23](=[O:37])[N:24]([CH2:26][C:27]3[CH:32]=[CH:31][C:30]([C:33]([F:35])([F:34])[F:36])=[CH:29][CH:28]=3)[N:25]=[C:11]2[CH:10]=1. (4) Given the reactants [NH2:1][C:2]1[CH:3]=[C:4]([OH:9])[CH:5]=[C:6]([Cl:8])[CH:7]=1.[Cl:10][C:11]1[CH:24]=[CH:23][C:14]([CH2:15][CH:16]([C:20](=O)[CH3:21])[C:17](=O)[CH3:18])=[CH:13][CH:12]=1.O.C1(C)C=CC(S(O)(=O)=O)=CC=1.ClC1C=C(O)C=C2C=1C(C)=C(CC1C=CC(Cl)=CC=1)C(C)=N2, predict the reaction product. The product is: [Cl:8][C:6]1[CH:5]=[C:4]([OH:9])[C:3]2[C:17]([CH3:18])=[C:16]([CH2:15][C:14]3[CH:13]=[CH:12][C:11]([Cl:10])=[CH:24][CH:23]=3)[C:20]([CH3:21])=[N:1][C:2]=2[CH:7]=1. (5) Given the reactants C(=O)(OC(C)(C)C)[NH2:2].Br[C:10]1[C:11]([F:20])=[C:12]([CH:17]=[CH:18][CH:19]=1)[C:13]([O:15][CH3:16])=[O:14].C(Cl)(Cl)Cl.C(=O)([O-])[O-].[Cs+].[Cs+].N#N.C(O)(C(F)(F)F)=O, predict the reaction product. The product is: [NH2:2][C:10]1[C:11]([F:20])=[C:12]([CH:17]=[CH:18][CH:19]=1)[C:13]([O:15][CH3:16])=[O:14]. (6) Given the reactants C([O:5][CH2:6][CH3:7])(=O)C=O.[CH:8]([Si:11]([CH:24]([CH3:26])[CH3:25])([CH:21]([CH3:23])[CH3:22])[O:12][C:13]1[CH:18]=[CH:17][CH:16]=[C:15]([NH2:19])[C:14]=1[NH2:20])([CH3:10])[CH3:9], predict the reaction product. The product is: [CH:24]([Si:11]([CH:8]([CH3:10])[CH3:9])([CH:21]([CH3:23])[CH3:22])[O:12][C:13]1[CH:18]=[CH:17][CH:16]=[C:15]2[C:14]=1[NH:20][C:6](=[O:5])[CH:7]=[N:19]2)([CH3:26])[CH3:25]. (7) Given the reactants [F:1][C:2]1[CH:3]=[CH:4][C:5]([N+:9]([O-])=O)=[C:6]([OH:8])[CH:7]=1.[Sn](Cl)Cl.[C:15](=[O:18])(O)[O-].[Na+], predict the reaction product. The product is: [OH:8][C:6]1[CH:7]=[C:2]([F:1])[CH:3]=[CH:4][C:5]=1[NH:9][C:15]([NH:9][C:5]1[CH:6]=[CH:7][CH:2]=[CH:3][CH:4]=1)=[O:18].